Dataset: Forward reaction prediction with 1.9M reactions from USPTO patents (1976-2016). Task: Predict the product of the given reaction. Given the reactants [Cl:1][C:2]1[CH:3]=[C:4]([CH:24]=[CH:25][C:26]=1[F:27])[CH2:5][N:6]1[CH2:15][CH2:14][C:13]2[C:12]([C:16](N(C)C)=[O:17])=[N:11][C:10]([OH:21])=[C:9]([OH:22])[C:8]=2[C:7]1=[O:23].[CH3:28][O-:29].[Mg+2].C[O-].Br[CH2:34][C:35]([O:37][C:38]([CH3:41])([CH3:40])[CH3:39])=[O:36], predict the reaction product. The product is: [C:38]([O:37][C:35](=[O:36])[CH2:34][N:11]1[C:10](=[O:21])[C:9]([OH:22])=[C:8]2[C:13]([CH2:14][CH2:15][N:6]([CH2:5][C:4]3[CH:24]=[CH:25][C:26]([F:27])=[C:2]([Cl:1])[CH:3]=3)[C:7]2=[O:23])=[C:12]1[C:16]([O:29][CH3:28])=[O:17])([CH3:41])([CH3:40])[CH3:39].